Task: Predict which catalyst facilitates the given reaction.. Dataset: Catalyst prediction with 721,799 reactions and 888 catalyst types from USPTO (1) Reactant: [CH:1]1[C:10]2[C:11]3[CH2:17][NH:16][CH2:15][CH2:14][CH2:13][C:12]=3[N:8]3[C:9]=2[C:4]([CH2:5][CH2:6][CH2:7]3)=[CH:3][CH:2]=1.[SiH](CC)(CC)CC. Product: [CH:1]1[C:10]2[C@H:11]3[CH2:17][NH:16][CH2:15][CH2:14][CH2:13][C@H:12]3[N:8]3[C:9]=2[C:4]([CH2:5][CH2:6][CH2:7]3)=[CH:3][CH:2]=1. The catalyst class is: 67. (2) Reactant: [N:1]1[CH:2]=[CH:3][N:4]2[C:9]=1[CH:8]=[CH:7][C:6]([O:10][C:11]1[CH:12]=[C:13]([CH:15]=[CH:16][CH:17]=1)[NH2:14])=[N:5]2.C(N(CC)CC)C.[C:25]1([N:31]=[C:32]=[O:33])[CH:30]=[CH:29][CH:28]=[CH:27][CH:26]=1. Product: [N:1]1[CH:2]=[CH:3][N:4]2[C:9]=1[CH:8]=[CH:7][C:6]([O:10][C:11]1[CH:12]=[C:13]([NH:14][C:32]([NH:31][C:25]3[CH:30]=[CH:29][CH:28]=[CH:27][CH:26]=3)=[O:33])[CH:15]=[CH:16][CH:17]=1)=[N:5]2. The catalyst class is: 7. (3) Reactant: N#N.C([Si](C)(C)[O:8][CH:9]([C:11]1[O:12][C:13]([CH2:16][N:17]2[N:21]=[C:20]([NH:22][C:23]([C:25]3[N:26]=[C:27]([CH3:37])[O:28][C:29]=3[C:30]3[CH:31]=[C:32]([CH3:36])[CH:33]=[CH:34][CH:35]=3)=[O:24])[CH:19]=[N:18]2)=[CH:14][N:15]=1)[CH3:10])(C)(C)C.CCCC[N+](CCCC)(CCCC)CCCC.[F-]. Product: [OH:8][CH:9]([C:11]1[O:12][C:13]([CH2:16][N:17]2[N:21]=[C:20]([NH:22][C:23]([C:25]3[N:26]=[C:27]([CH3:37])[O:28][C:29]=3[C:30]3[CH:31]=[C:32]([CH3:36])[CH:33]=[CH:34][CH:35]=3)=[O:24])[CH:19]=[N:18]2)=[CH:14][N:15]=1)[CH3:10]. The catalyst class is: 721. (4) Reactant: [CH2:1]([N:3]1[C:7]([OH:8])=[CH:6][C:5]([C:9]([OH:11])=[O:10])=[N:4]1)[CH3:2].[CH3:12]C1C=CC(S(O)(=O)=O)=CC=1. Product: [CH2:1]([N:3]1[C:7]([OH:8])=[CH:6][C:5]([C:9]([O:11][CH3:12])=[O:10])=[N:4]1)[CH3:2]. The catalyst class is: 5.